The task is: Predict which catalyst facilitates the given reaction.. This data is from Catalyst prediction with 721,799 reactions and 888 catalyst types from USPTO. (1) Reactant: [Cl:1][C:2]1[CH:3]=[C:4]([CH2:15][OH:16])[CH:5]=[N:6][C:7]=1[N:8]1[CH2:13][CH2:12][NH:11][C@H:10]([CH3:14])[CH2:9]1.Cl[C:18]1[NH:22][C:21]2[CH:23]=[C:24]([C:27]([F:30])([F:29])[F:28])[CH:25]=[CH:26][C:20]=2[N:19]=1. Product: [Cl:1][C:2]1[CH:3]=[C:4]([CH2:15][OH:16])[CH:5]=[N:6][C:7]=1[N:8]1[CH2:13][CH2:12][N:11]([C:18]2[NH:19][C:20]3[CH:26]=[CH:25][C:24]([C:27]([F:30])([F:29])[F:28])=[CH:23][C:21]=3[N:22]=2)[C@H:10]([CH3:14])[CH2:9]1. The catalyst class is: 12. (2) Product: [CH2:6]([C@H:5]([NH:13][C:14](=[O:20])[O:15][C:16]([CH3:19])([CH3:17])[CH3:18])[CH2:4][C@H:3]([OH:21])[C@@H:2]([NH:1][C:32](=[O:33])[C@@H:31]([N:35]1[CH2:39][CH2:38][N:37]([CH2:40][C:41]2[CH:46]=[CH:45][CH:44]=[C:43]([CH3:47])[N:42]=2)[C:36]1=[O:48])[C@@H:30]([CH3:29])[CH2:49][CH3:50])[CH2:22][C:23]1[CH:28]=[CH:27][CH:26]=[CH:25][CH:24]=1)[C:7]1[CH:12]=[CH:11][CH:10]=[CH:9][CH:8]=1. The catalyst class is: 1. Reactant: [NH2:1][C@@H:2]([CH2:22][C:23]1[CH:28]=[CH:27][CH:26]=[CH:25][CH:24]=1)[C@@H:3]([OH:21])[CH2:4][C@@H:5]([NH:13][C:14](=[O:20])[O:15][C:16]([CH3:19])([CH3:18])[CH3:17])[CH2:6][C:7]1[CH:12]=[CH:11][CH:10]=[CH:9][CH:8]=1.[CH3:29][C@@H:30]([CH2:49][CH3:50])[C@H:31]([N:35]1[CH2:39][CH2:38][N:37]([CH2:40][C:41]2[CH:46]=[CH:45][CH:44]=[C:43]([CH3:47])[N:42]=2)[C:36]1=[O:48])[C:32](O)=[O:33].CCN=C=NCCCN(C)C.C1C=CC2N(O)N=NC=2C=1.CN1CCOCC1. (3) Reactant: [CH3:1][C:2]1[C:7]([CH2:8][OH:9])=[CH:6][CH:5]=[C:4]([CH:10]2[CH2:15][CH2:14][O:13][CH2:12][CH2:11]2)[N:3]=1.C[N+]1([O-])CCOCC1. Product: [CH3:1][C:2]1[C:7]([CH:8]=[O:9])=[CH:6][CH:5]=[C:4]([CH:10]2[CH2:15][CH2:14][O:13][CH2:12][CH2:11]2)[N:3]=1. The catalyst class is: 862.